From a dataset of Full USPTO retrosynthesis dataset with 1.9M reactions from patents (1976-2016). Predict the reactants needed to synthesize the given product. (1) Given the product [C:1]([C:5]1[CH:6]=[CH:7][C:8]([C:11]2[N:15]([CH2:16][C:17]3[CH:18]=[CH:19][C:20]([F:23])=[CH:21][CH:22]=3)[C:14]([CH:32]=[O:33])=[N:13][N:12]=2)=[CH:9][CH:10]=1)([CH3:4])([CH3:2])[CH3:3], predict the reactants needed to synthesize it. The reactants are: [C:1]([C:5]1[CH:10]=[CH:9][C:8]([C:11]2[N:15]([CH2:16][C:17]3[CH:22]=[CH:21][C:20]([F:23])=[CH:19][CH:18]=3)[CH:14]=[N:13][N:12]=2)=[CH:7][CH:6]=1)([CH3:4])([CH3:3])[CH3:2].C([Li])CCC.CN([CH:32]=[O:33])C. (2) Given the product [N+:1]([C:4]1[CH:5]=[C:6]2[C:11](=[CH:12][CH:13]=1)[N:10]([CH2:14][CH:15]([N:19]1[CH2:23][CH2:22][CH2:21][CH2:20]1)[CH3:16])[C:9](=[O:18])[CH2:8][CH2:7]2)([O-:3])=[O:2], predict the reactants needed to synthesize it. The reactants are: [N+:1]([C:4]1[CH:5]=[C:6]2[C:11](=[CH:12][CH:13]=1)[N:10]([CH2:14][C:15](=O)[CH3:16])[C:9](=[O:18])[CH2:8][CH2:7]2)([O-:3])=[O:2].[NH:19]1[CH2:23][CH2:22][CH2:21][CH2:20]1.C(O)(=O)C.C(O[BH-](OC(=O)C)OC(=O)C)(=O)C.[Na+]. (3) Given the product [C:1]([O:5][C:6]([N:8]1[CH2:9][CH2:10][C:11]([CH:20]2[CH2:21][CH2:22][CH2:23][CH2:24][CH2:25]2)([CH2:14][CH2:15][CH:18]=[O:19])[CH2:12][CH2:13]1)=[O:7])([CH3:4])([CH3:2])[CH3:3], predict the reactants needed to synthesize it. The reactants are: [C:1]([O:5][C:6]([N:8]1[CH2:13][CH2:12][C:11]([CH:20]2[CH2:25][CH2:24][CH2:23][CH2:22][CH2:21]2)([CH2:14][C:15](=[C:18]=[O:19])OC)[CH2:10][CH2:9]1)=[O:7])([CH3:4])([CH3:3])[CH3:2].[H-].C([Al+]CC(C)C)C(C)C. (4) Given the product [S:1]1[C:9]2[CH2:8][CH2:7][O:6][C@H:5]([C@@H:10]([NH2:12])[CH3:11])[C:4]=2[CH:3]=[CH:2]1, predict the reactants needed to synthesize it. The reactants are: [S:1]1[C:9]2[CH2:8][CH2:7][O:6][C@H:5]([C@@H:10]([NH:12]C(=O)OCC3C4C=CC=CC=4C4C3=CC=CC=4)[CH3:11])[C:4]=2[CH:3]=[CH:2]1.N1CCCCC1.